This data is from Peptide-MHC class I binding affinity with 185,985 pairs from IEDB/IMGT. The task is: Regression. Given a peptide amino acid sequence and an MHC pseudo amino acid sequence, predict their binding affinity value. This is MHC class I binding data. (1) The peptide sequence is FVRQCFNPM. The MHC is HLA-A03:01 with pseudo-sequence HLA-A03:01. The binding affinity (normalized) is 0.0847. (2) The peptide sequence is MIKYCLLKILK. The MHC is HLA-C07:01 with pseudo-sequence HLA-C07:01. The binding affinity (normalized) is 0.0847. (3) The MHC is HLA-A02:03 with pseudo-sequence HLA-A02:03. The binding affinity (normalized) is 0.0847. The peptide sequence is YYKDDISYF.